Dataset: NCI-60 drug combinations with 297,098 pairs across 59 cell lines. Task: Regression. Given two drug SMILES strings and cell line genomic features, predict the synergy score measuring deviation from expected non-interaction effect. (1) Synergy scores: CSS=55.2, Synergy_ZIP=-4.76, Synergy_Bliss=-4.86, Synergy_Loewe=-1.08, Synergy_HSA=-0.0792. Drug 2: CC1CCC2CC(C(=CC=CC=CC(CC(C(=O)C(C(C(=CC(C(=O)CC(OC(=O)C3CCCCN3C(=O)C(=O)C1(O2)O)C(C)CC4CCC(C(C4)OC)OCCO)C)C)O)OC)C)C)C)OC. Drug 1: C1=CC(=CC=C1CCCC(=O)O)N(CCCl)CCCl. Cell line: NCIH23. (2) Drug 1: CCC(=C(C1=CC=CC=C1)C2=CC=C(C=C2)OCCN(C)C)C3=CC=CC=C3.C(C(=O)O)C(CC(=O)O)(C(=O)O)O. Drug 2: C1CN(CCN1C(=O)CCBr)C(=O)CCBr. Cell line: M14. Synergy scores: CSS=8.79, Synergy_ZIP=-3.79, Synergy_Bliss=-0.915, Synergy_Loewe=-6.03, Synergy_HSA=-1.74. (3) Drug 1: CC1=C(C=C(C=C1)NC2=NC=CC(=N2)N(C)C3=CC4=NN(C(=C4C=C3)C)C)S(=O)(=O)N.Cl. Drug 2: CC1=C(C(=CC=C1)Cl)NC(=O)C2=CN=C(S2)NC3=CC(=NC(=N3)C)N4CCN(CC4)CCO. Cell line: M14. Synergy scores: CSS=-7.96, Synergy_ZIP=1.15, Synergy_Bliss=-6.98, Synergy_Loewe=-11.2, Synergy_HSA=-10.3. (4) Drug 1: C1=CC(=CC=C1CCC2=CNC3=C2C(=O)NC(=N3)N)C(=O)NC(CCC(=O)O)C(=O)O. Drug 2: CC1OCC2C(O1)C(C(C(O2)OC3C4COC(=O)C4C(C5=CC6=C(C=C35)OCO6)C7=CC(=C(C(=C7)OC)O)OC)O)O. Cell line: CCRF-CEM. Synergy scores: CSS=57.7, Synergy_ZIP=-2.96, Synergy_Bliss=-5.21, Synergy_Loewe=-3.75, Synergy_HSA=-0.703. (5) Drug 1: CC1=C(C=C(C=C1)NC(=O)C2=CC=C(C=C2)CN3CCN(CC3)C)NC4=NC=CC(=N4)C5=CN=CC=C5. Drug 2: CNC(=O)C1=NC=CC(=C1)OC2=CC=C(C=C2)NC(=O)NC3=CC(=C(C=C3)Cl)C(F)(F)F. Cell line: ACHN. Synergy scores: CSS=-5.04, Synergy_ZIP=2.18, Synergy_Bliss=-0.220, Synergy_Loewe=-1.41, Synergy_HSA=-5.32. (6) Drug 1: C1C(C(OC1N2C=NC3=C(N=C(N=C32)Cl)N)CO)O. Drug 2: CC(C)CN1C=NC2=C1C3=CC=CC=C3N=C2N. Cell line: RPMI-8226. Synergy scores: CSS=12.5, Synergy_ZIP=-0.495, Synergy_Bliss=-3.65, Synergy_Loewe=-3.10, Synergy_HSA=-3.00. (7) Drug 1: CCCCC(=O)OCC(=O)C1(CC(C2=C(C1)C(=C3C(=C2O)C(=O)C4=C(C3=O)C=CC=C4OC)O)OC5CC(C(C(O5)C)O)NC(=O)C(F)(F)F)O. Drug 2: C1CN(P(=O)(OC1)NCCCl)CCCl. Cell line: HCC-2998. Synergy scores: CSS=41.2, Synergy_ZIP=2.15, Synergy_Bliss=2.12, Synergy_Loewe=-32.1, Synergy_HSA=-1.78. (8) Synergy scores: CSS=34.0, Synergy_ZIP=0.425, Synergy_Bliss=1.23, Synergy_Loewe=-22.7, Synergy_HSA=-0.696. Drug 1: COC1=C2C(=CC3=C1OC=C3)C=CC(=O)O2. Cell line: 786-0. Drug 2: N.N.Cl[Pt+2]Cl. (9) Drug 1: CC1=C2C(C(=O)C3(C(CC4C(C3C(C(C2(C)C)(CC1OC(=O)C(C(C5=CC=CC=C5)NC(=O)OC(C)(C)C)O)O)OC(=O)C6=CC=CC=C6)(CO4)OC(=O)C)OC)C)OC. Drug 2: COC1=NC(=NC2=C1N=CN2C3C(C(C(O3)CO)O)O)N. Cell line: NCI-H522. Synergy scores: CSS=57.2, Synergy_ZIP=11.9, Synergy_Bliss=10.5, Synergy_Loewe=-13.7, Synergy_HSA=12.3. (10) Drug 1: C1C(C(OC1N2C=C(C(=O)NC2=O)F)CO)O. Drug 2: CC1C(C(CC(O1)OC2CC(CC3=C2C(=C4C(=C3O)C(=O)C5=CC=CC=C5C4=O)O)(C(=O)C)O)N)O. Cell line: K-562. Synergy scores: CSS=33.6, Synergy_ZIP=-2.56, Synergy_Bliss=-2.95, Synergy_Loewe=-0.612, Synergy_HSA=1.16.